Regression/Classification. Given a drug SMILES string, predict its absorption, distribution, metabolism, or excretion properties. Task type varies by dataset: regression for continuous measurements (e.g., permeability, clearance, half-life) or binary classification for categorical outcomes (e.g., BBB penetration, CYP inhibition). Dataset: cyp3a4_veith. From a dataset of CYP3A4 inhibition data for predicting drug metabolism from PubChem BioAssay. (1) The result is 1 (inhibitor). The molecule is COC(=O)c1c(NC(=O)Cn2cc([N+](=O)[O-])cn2)sc2c1CCC2. (2) The compound is Cc1cc(C)nc(NN2C(=O)/C(=C/c3ccccc3)SC2=S)n1. The result is 0 (non-inhibitor). (3) The compound is CCCOC(=O)c1c(-c2ccccc2)nc(CC)c(C(=O)SCC)c1CCC. The result is 1 (inhibitor).